Dataset: Full USPTO retrosynthesis dataset with 1.9M reactions from patents (1976-2016). Task: Predict the reactants needed to synthesize the given product. (1) Given the product [NH2:22][C:2]1[CH:7]=[CH:6][C:5]([C:8](=[O:17])[C:9]2[CH:14]=[CH:13][C:12]([O:15][CH3:16])=[CH:11][CH:10]=2)=[CH:4][C:3]=1[S:18]([NH2:21])=[O:19], predict the reactants needed to synthesize it. The reactants are: F[C:2]1[CH:7]=[CH:6][C:5]([C:8](=[O:17])[C:9]2[CH:14]=[CH:13][C:12]([O:15][CH3:16])=[CH:11][CH:10]=2)=[CH:4][C:3]=1[S:18]([NH2:21])(=O)=[O:19].[NH3:22]. (2) Given the product [Br:20][C:17]1[CH:18]=[CH:19][C:14]([O:13][C:7]2[CH:6]=[C:5]([CH2:4][C:3]([OH:35])=[O:2])[CH:10]=[CH:9][C:8]=2[O:11][CH3:12])=[C:15]([CH2:21][N:22]2[C@@H:26]([CH3:27])[C@@H:25]([C:28]3[CH:33]=[CH:32][CH:31]=[CH:30][CH:29]=3)[O:24][C:23]2=[O:34])[CH:16]=1, predict the reactants needed to synthesize it. The reactants are: C[O:2][C:3](=[O:35])[CH2:4][C:5]1[CH:10]=[CH:9][C:8]([O:11][CH3:12])=[C:7]([O:13][C:14]2[CH:19]=[CH:18][C:17]([Br:20])=[CH:16][C:15]=2[CH2:21][N:22]2[C@@H:26]([CH3:27])[C@@H:25]([C:28]3[CH:33]=[CH:32][CH:31]=[CH:30][CH:29]=3)[O:24][C:23]2=[O:34])[CH:6]=1.COC1C=CC(B(O)O)=CC=1. (3) Given the product [CH3:3][C:4]1[C:9]([O:10][CH3:11])=[CH:8][CH:7]=[CH:6][C:5]=1[N:12]1[C:16](=[O:17])[N:15]([CH3:18])[N:14]=[N:13]1, predict the reactants needed to synthesize it. The reactants are: [H-].[Na+].[CH3:3][C:4]1[C:9]([O:10][CH3:11])=[CH:8][CH:7]=[CH:6][C:5]=1[N:12]1[C:16](=[O:17])[NH:15][N:14]=[N:13]1.[CH3:18]N(C)C=O.CI. (4) Given the product [CH:7]1([S:12][C:13]2[CH:14]=[C:15]([C:19]([F:32])([F:31])[CH2:20][O:21][C:22]3[CH:23]=[CH:24][C:25]([CH2:28][CH2:29][NH2:30])=[CH:26][CH:27]=3)[CH:16]=[CH:17][CH:18]=2)[CH2:8][CH2:9][CH2:10][CH2:11]1, predict the reactants needed to synthesize it. The reactants are: [H-].[Al+3].[Li+].[H-].[H-].[H-].[CH:7]1([S:12][C:13]2[CH:14]=[C:15]([C:19]([F:32])([F:31])[CH2:20][O:21][C:22]3[CH:27]=[CH:26][C:25]([CH2:28][C:29]#[N:30])=[CH:24][CH:23]=3)[CH:16]=[CH:17][CH:18]=2)[CH2:11][CH2:10][CH2:9][CH2:8]1.